Dataset: Reaction yield outcomes from USPTO patents with 853,638 reactions. Task: Predict the reaction yield, written as a fraction of the theoretical maximum amount of product (1.0 means a 100% yield; for example, 0.34 means a 34% yield). (1) The reactants are Cl[C:2]1[CH:7]=[CH:6][N:5]=[C:4]2[NH:8][CH:9]=[CH:10][C:3]=12.[NH2:11][C:12]1[CH:17]=[CH:16][C:15]([OH:18])=[CH:14][C:13]=1[F:19].CCN(C(C)C)C(C)C.[H-].[Na+]. The catalyst is CN1C(=O)CCC1.O. The product is [NH:8]1[C:4]2=[N:5][CH:6]=[CH:7][C:2]([O:18][C:15]3[CH:16]=[CH:17][C:12]([NH2:11])=[C:13]([F:19])[CH:14]=3)=[C:3]2[CH:10]=[CH:9]1. The yield is 0.190. (2) The reactants are Br[CH2:2][CH2:3][C:4]([OH:6])=[O:5].[OH-].[K+].[F:9][C:10]([F:15])([F:14])[CH2:11][CH2:12][SH:13].Cl. The catalyst is CO. The product is [F:9][C:10]([F:15])([F:14])[CH2:11][CH2:12][S:13][CH2:2][CH2:3][C:4]([OH:6])=[O:5]. The yield is 0.880. (3) The reactants are [O:1]1[C:5]2[CH:6]=[CH:7][C:8]([C:10]3([C:13]([NH:15][C:16]4[CH:21]=[C:20]([C:22]5[CH:27]=[CH:26][C:25]([C:28](=[O:32])[N:29]([CH3:31])[CH3:30])=[CH:24][CH:23]=5)[C:19]([C:33](O)=[O:34])=[CH:18][CH:17]=4)=[O:14])[CH2:12][CH2:11]3)=[CH:9][C:4]=2[O:3][CH2:2]1.CN.O1CCCC1.C[CH2:44][N:45](CC)CC.F[P-](F)(F)(F)(F)F.N1(OC(N(C)C)=[N+](C)C)C2N=CC=CC=2N=N1. The catalyst is CN(C=O)C. The product is [O:1]1[C:5]2[CH:6]=[CH:7][C:8]([C:10]3([C:13]([NH:15][C:16]4[CH:21]=[C:20]([C:22]5[CH:27]=[CH:26][C:25]([C:28]([N:29]([CH3:30])[CH3:31])=[O:32])=[CH:24][CH:23]=5)[C:19]([C:33]([NH:45][CH3:44])=[O:34])=[CH:18][CH:17]=4)=[O:14])[CH2:11][CH2:12]3)=[CH:9][C:4]=2[O:3][CH2:2]1. The yield is 0.100. (4) The product is [CH3:1][O:2][C:3]([C:4]1[CH:9]=[CH:8][C:7]2[O:10][CH2:19][C:20](=[O:21])[NH:11][C:6]=2[CH:5]=1)=[O:12]. The catalyst is [Cl-].C([N+](CC)(CC)CC)C1C=CC=CC=1.C(Cl)(Cl)Cl. The reactants are [CH3:1][O:2][C:3](=[O:12])[C:4]1[CH:9]=[CH:8][C:7]([OH:10])=[C:6]([NH2:11])[CH:5]=1.C([O-])(O)=O.[Na+].Cl[CH2:19][C:20](Cl)=[O:21]. The yield is 0.830. (5) The catalyst is CN(C)C=O.[Pd]. The reactants are [N+:1]([C:4]1[CH:9]=[CH:8][C:7]([NH:10][S:11]([CH3:14])(=[O:13])=[O:12])=[CH:6][CH:5]=1)([O-])=O.C(OCC)(=O)C.CO. The yield is 0.710. The product is [NH2:1][C:4]1[CH:9]=[CH:8][C:7]([NH:10][S:11]([CH3:14])(=[O:13])=[O:12])=[CH:6][CH:5]=1. (6) The catalyst is COCCOCCOC.C([O-])(=O)C.[Pd+2].C([O-])(=O)C.O. The product is [CH3:18][C:13]1([CH3:19])[C:14]([CH3:17])([CH3:16])[O:15][B:11]([C:2]2[CH:7]=[CH:6][N:5]3[CH:8]=[CH:9][N:10]=[C:4]3[CH:3]=2)[O:12]1. The reactants are Cl[C:2]1[CH:7]=[CH:6][N:5]2[CH:8]=[CH:9][N:10]=[C:4]2[CH:3]=1.[B:11]1([B:11]2[O:15][C:14]([CH3:17])([CH3:16])[C:13]([CH3:19])([CH3:18])[O:12]2)[O:15][C:14]([CH3:17])([CH3:16])[C:13]([CH3:19])([CH3:18])[O:12]1.C1(P(C2CCCCC2)C2CCCCC2)CCCCC1.C([O-])(=O)C.[K+].C(=O)([O-])[O-].[K+].[K+]. The yield is 0.900.